From a dataset of Full USPTO retrosynthesis dataset with 1.9M reactions from patents (1976-2016). Predict the reactants needed to synthesize the given product. (1) Given the product [Cl:1][C:2]1[CH:3]=[C:4]([C:8]2[N:13]=[C:12]([CH2:14][C:15]3[CH:20]=[CH:19][C:18]([CH2:21][C:22]([NH2:29])=[O:24])=[CH:17][CH:16]=3)[CH:11]=[C:10]([CH2:26][CH3:27])[N:9]=2)[CH:5]=[CH:6][CH:7]=1, predict the reactants needed to synthesize it. The reactants are: [Cl:1][C:2]1[CH:3]=[C:4]([C:8]2[N:13]=[C:12]([CH2:14][C:15]3[CH:20]=[CH:19][C:18]([CH2:21][C:22]([O:24]C)=O)=[CH:17][CH:16]=3)[CH:11]=[C:10]([CH2:26][CH3:27])[N:9]=2)[CH:5]=[CH:6][CH:7]=1.[Cl-].[NH4+:29].N. (2) Given the product [CH2:1]([N:5]1[C:10]([Cl:11])=[CH:9][C:8](=[O:12])[N:7]([CH2:23][C:22]2[CH:25]=[CH:26][CH:27]=[CH:28][C:21]=2[F:20])[C:6]1=[O:13])[CH2:2][CH2:3][CH3:4], predict the reactants needed to synthesize it. The reactants are: [CH2:1]([N:5]1[C:10]([Cl:11])=[CH:9][C:8](=[O:12])[NH:7][C:6]1=[O:13])[CH2:2][CH2:3][CH3:4].C(=O)([O-])[O-].[K+].[K+].[F:20][C:21]1[CH:28]=[CH:27][CH:26]=[CH:25][C:22]=1[CH2:23]Br.